This data is from Reaction yield outcomes from USPTO patents with 853,638 reactions. The task is: Predict the reaction yield, written as a fraction of the theoretical maximum amount of product (1.0 means a 100% yield; for example, 0.34 means a 34% yield). (1) The reactants are [CH3:1][O:2][C:3](=[O:16])[CH2:4][CH2:5][NH:6][C:7](=[O:15])[C:8]1[CH:13]=[CH:12][C:11]([OH:14])=[CH:10][CH:9]=1.Cl[CH2:18][C:19]1[CH:24]=[CH:23][C:22]([C:25]2[CH:30]=[CH:29][C:28]([C:31]([F:34])([F:33])[F:32])=[CH:27][CH:26]=2)=[CH:21][C:20]=1[CH3:35].C([O-])([O-])=O.[Cs+].[Cs+]. The catalyst is C(#N)C.O. The product is [CH3:1][O:2][C:3](=[O:16])[CH2:4][CH2:5][NH:6][C:7](=[O:15])[C:8]1[CH:9]=[CH:10][C:11]([O:14][CH2:18][C:19]2[CH:24]=[CH:23][C:22]([C:25]3[CH:30]=[CH:29][C:28]([C:31]([F:32])([F:33])[F:34])=[CH:27][CH:26]=3)=[CH:21][C:20]=2[CH3:35])=[CH:12][CH:13]=1. The yield is 0.580. (2) The reactants are C(O[C:6](=[O:21])[NH:7][C:8]1[CH:13]=[CH:12][C:11]([C:14]2[CH:19]=[CH:18][C:17]([Br:20])=[CH:16][CH:15]=2)=[CH:10][CH:9]=1)(C)(C)C.Cl.[N:23]1([C:31]([O:33][C:34]([CH3:37])([CH3:36])[CH3:35])=[O:32])[CH2:30][CH2:29][CH2:28][C@H:24]1C(O)=O.CN(C(ON1N=NC2C=CC=NC1=2)=[N+](C)C)C.F[P-](F)(F)(F)(F)F.CCN(C(C)C)C(C)C. The catalyst is CO.CN(C=O)C.C(OCC)(=O)C. The product is [C:34]([O:33][C:31]([N:23]1[CH2:30][CH2:29][CH2:28][CH:24]1[C:6](=[O:21])[NH:7][C:8]1[CH:9]=[CH:10][C:11]([C:14]2[CH:15]=[CH:16][C:17]([Br:20])=[CH:18][CH:19]=2)=[CH:12][CH:13]=1)=[O:32])([CH3:37])([CH3:35])[CH3:36]. The yield is 0.950. (3) The catalyst is CN(C=O)C.O. The yield is 0.850. The product is [Br:40][C:20]1[N:19]2[C:14]3[CH:13]=[CH:12][N:11]([S:1]([C:4]4[CH:5]=[CH:6][C:7]([CH3:8])=[CH:9][CH:10]=4)(=[O:2])=[O:3])[C:15]=3[N:16]=[CH:17][C:18]2=[C:22]([C:23]2[CH:28]=[CH:27][C:26]([C:29]([OH:32])([CH3:30])[CH3:31])=[CH:25][CH:24]=2)[N:21]=1. The reactants are [S:1]([N:11]1[C:15]2[N:16]=[CH:17][C:18]3[N:19]([CH:20]=[N:21][C:22]=3[C:23]3[CH:28]=[CH:27][C:26]([C:29]([OH:32])([CH3:31])[CH3:30])=[CH:25][CH:24]=3)[C:14]=2[CH:13]=[CH:12]1)([C:4]1[CH:10]=[CH:9][C:7]([CH3:8])=[CH:6][CH:5]=1)(=[O:3])=[O:2].C1C(=O)N([Br:40])C(=O)C1. (4) The product is [Cl:42][C:37]1[CH:36]=[C:35]([N:34]=[C:33]([NH:6][CH2:7][C:8]2[CH:9]=[C:10]3[C:14](=[CH:15][CH:16]=2)[C:13](=[O:17])[N:12]([CH:18]2[CH2:23][CH2:22][C:21](=[O:24])[NH:20][C:19]2=[O:25])[CH2:11]3)[NH:54][C:50]#[N:46])[CH:40]=[CH:39][C:38]=1[CH3:41]. No catalyst specified. The reactants are CS(O)(=O)=O.[NH2:6][CH2:7][C:8]1[CH:9]=[C:10]2[C:14](=[CH:15][CH:16]=1)[C:13](=[O:17])[N:12]([CH:18]1[CH2:23][CH2:22][C:21](=[O:24])[NH:20][C:19]1=[O:25])[CH2:11]2.C1(O[C:33](=O)[NH:34][C:35]2[CH:40]=[CH:39][C:38]([CH3:41])=[C:37]([Cl:42])[CH:36]=2)C=CC=CC=1.CC[N:46]([CH:50](C)C)C(C)C.C[N:54](C=O)C. The yield is 0.170. (5) The reactants are [CH2:1]([N:4]1[CH:8]=[C:7](Br)[C:6]([C:10]#[N:11])=[N:5]1)[CH:2]=[CH2:3].[Li]CCCC.[F:17][C:18]([F:38])([F:37])[C:19]([C:21]1[CH:22]=[C:23]2[C:27](=[CH:28][CH:29]=1)[N:26]([C:30]1[CH:35]=[CH:34][C:33]([F:36])=[CH:32][CH:31]=1)[N:25]=[CH:24]2)=[O:20]. The catalyst is CCOCC.C1COCC1. The product is [CH2:1]([N:4]1[CH:8]=[C:7]([C:19]([C:21]2[CH:22]=[C:23]3[C:27](=[CH:28][CH:29]=2)[N:26]([C:30]2[CH:35]=[CH:34][C:33]([F:36])=[CH:32][CH:31]=2)[N:25]=[CH:24]3)([OH:20])[C:18]([F:37])([F:17])[F:38])[C:6]([C:10]#[N:11])=[N:5]1)[CH:2]=[CH2:3]. The yield is 0.690. (6) The reactants are [F:1][C:2]1[CH:3]=[C:4]([N:9]2[CH2:13][C@H:12]([CH2:14]OS(C)(=O)=O)[O:11][C:10]2=[O:20])[CH:5]=[CH:6][C:7]=1[I:8].[N-:21]=[N+:22]=[N-:23].[Na+].O. The catalyst is CN(C=O)C. The product is [N:21]([CH2:14][C@@H:12]1[O:11][C:10](=[O:20])[N:9]([C:4]2[CH:5]=[CH:6][C:7]([I:8])=[C:2]([F:1])[CH:3]=2)[CH2:13]1)=[N+:22]=[N-:23]. The yield is 0.980. (7) The reactants are [ClH:1].[CH3:2][O:3][C:4]1[CH:9]=[CH:8][C:7]([NH:10][S:11]([CH3:14])(=[O:13])=[O:12])=[CH:6][C:5]=1[C:15]1[CH:20]=[CH:19][C:18]([C@@H:21]2[CH2:23][C@H:22]2[NH:24]C(=O)OC(C)(C)C)=[CH:17][CH:16]=1. The catalyst is O1CCOCC1. The product is [ClH:1].[NH2:24][C@@H:22]1[CH2:23][C@H:21]1[C:18]1[CH:17]=[CH:16][C:15]([C:5]2[C:4]([O:3][CH3:2])=[CH:9][CH:8]=[C:7]([NH:10][S:11]([CH3:14])(=[O:13])=[O:12])[CH:6]=2)=[CH:20][CH:19]=1. The yield is 0.808. (8) The reactants are FC(F)(F)S([O:6][Si:7]([CH:14]([CH3:16])[CH3:15])([CH:11]([CH3:13])[CH3:12])[CH:8]([CH3:10])[CH3:9])(=O)=O.[F:19][C:20]1[CH:21]=[CH:22][C:23]2[N:24]([C:26]([N:29]3[CH2:33][CH2:32][CH2:31][C@H:30]3[CH2:34]O)=[N:27][N:28]=2)[CH:25]=1.CCN(CC)CC.N. The catalyst is CO.C(Cl)Cl.CN(C=O)C. The product is [F:19][C:20]1[CH:21]=[CH:22][C:23]2[N:24]([C:26]([N:29]3[CH2:33][CH2:32][CH2:31][C@H:30]3[CH2:34][O:6][Si:7]([CH:8]([CH3:9])[CH3:10])([CH:11]([CH3:12])[CH3:13])[CH:14]([CH3:15])[CH3:16])=[N:27][N:28]=2)[CH:25]=1. The yield is 0.310.